Binary Classification. Given a miRNA mature sequence and a target amino acid sequence, predict their likelihood of interaction. From a dataset of Experimentally validated miRNA-target interactions with 360,000+ pairs, plus equal number of negative samples. (1) The miRNA is hsa-miR-4280 with sequence GAGUGUAGUUCUGAGCAGAGC. The protein sequence of the target gene is MAAAAAAAAALGVRLRDCCSRGAVLLLFFSLSPRPPAAAAWLLGLRPEDTAGGRVSLEGGTLRAAEGTSFLLRVYFQPGPPVPAAPVPAPSLAPGENGTGDWAPRLVFIEEPPGAGGAAPSAVPTRPPGPQRCREQSDWASDVEVLGPLRPGGVAGSALVQVRVRELRKGEAERGGAGGGGKLFSLCAWDGRAWHHHGAAGGFLLRVRPRLYGPGGDLLPPAWLRALGALLLLALSALFSGLRLSLLSLDPVELRVLRNSGSAAEQEQARRVQAVRGRGTHLLCTLLLGQAGANAALAGW.... Result: 0 (no interaction). (2) The miRNA is mmu-miR-200c-5p with sequence CGUCUUACCCAGCAGUGUUUGG. The protein sequence of the target gene is MAMSNGNNDFVVLSNSSIATSAANPSPLTPCDGDHAAQQLTPKEATRTKVSPNGCLQLNGTVKSSFLPLDNQRMPQMLPQCCHPCPYHHPLTSHSSHQECHPEAGPAAPSALASCCMQPHSEYSASLCPNHSPVYQTTCCLQPSPSFCLHHPWPDHFQHQPVQQHIANIRPSRPFKLPKSYAALIADWPVVVLGMCTMFIVVCALVGVLVPELPDFSDPLLGFEPRGTAIGQRLVTWNNMVKNTGYKATLANYPFKYADEQAKSHRDDRWSDDHYEREKREVDWNFHKDSFFCDVPSDRY.... Result: 0 (no interaction). (3) The miRNA is hsa-miR-510-3p with sequence AUUGAAACCUCUAAGAGUGGA. The protein sequence of the target gene is MSVTYDDSVGVEVSSDSFWEVGNYKRTVKRIDDGHRLCGDLMNCLHERARIEKAYAQQLTEWARRWRQLVEKGPQYGTVEKAWIAVMSEAERVSELHLEVKASLMNEDFEKIKNWQKEAFHKQMMGGFKETKEAEDGFRKAQKPWAKKLKEVEAAKKAHHTACKEEKLAISREANSKADPSLNPEQLKKLQDKIEKCKQDVLKTKDKYEKSLKELDQTTPQYMENMEQVFEQCQQFEEKRLRFFREVLLEVQKHLDLSNVASYKTIYRELEQSIKAADAVEDLRWFRANHGPGMAMNWPQ.... Result: 0 (no interaction).